Task: Predict the reactants needed to synthesize the given product.. Dataset: Full USPTO retrosynthesis dataset with 1.9M reactions from patents (1976-2016) (1) Given the product [C:43]([O:47][C:48]([N:50]1[CH2:55][CH2:54][N:53]([C:32]([C:13]2[N:12]3[C:7]([CH:8]=[CH:9][CH:10]=[CH:11]3)=[C:6]([C:14]3[CH:19]=[CH:18][CH:17]=[CH:16][CH:15]=3)[C:5]=2[CH2:4][C:3]2[C:20]([F:24])=[CH:21][CH:22]=[CH:23][C:2]=2[Cl:1])=[O:34])[CH2:52][CH2:51]1)=[O:49])([CH3:46])([CH3:44])[CH3:45], predict the reactants needed to synthesize it. The reactants are: [Cl:1][C:2]1[CH:23]=[CH:22][CH:21]=[C:20]([F:24])[C:3]=1[CH2:4][C:5]1[C:6]([C:14]2[CH:19]=[CH:18][CH:17]=[CH:16][CH:15]=2)=[C:7]2[N:12]([CH:13]=1)[CH:11]=[CH:10][CH:9]=[CH:8]2.N1C=CC=CC=1.Cl[C:32](Cl)([O:34]C(=O)OC(Cl)(Cl)Cl)Cl.[C:43]([O:47][C:48]([N:50]1[CH2:55][CH2:54][NH:53][CH2:52][CH2:51]1)=[O:49])([CH3:46])([CH3:45])[CH3:44].C(N(CC)CC)C. (2) Given the product [NH2:25][C:26]1[N:27]=[CH:28][N:29]=[C:30]([NH:1][CH:2]([C:4]2[C:13]([C:14]3[CH:19]=[CH:18][CH:17]=[CH:16][CH:15]=3)=[C:12]([C:20]([O:22][CH3:23])=[O:21])[C:11]3[C:6](=[CH:7][CH:8]=[C:9]([F:24])[CH:10]=3)[N:5]=2)[CH3:3])[C:31]=1[C:32]#[N:33], predict the reactants needed to synthesize it. The reactants are: [NH2:1][CH:2]([C:4]1[C:13]([C:14]2[CH:19]=[CH:18][CH:17]=[CH:16][CH:15]=2)=[C:12]([C:20]([O:22][CH3:23])=[O:21])[C:11]2[C:6](=[CH:7][CH:8]=[C:9]([F:24])[CH:10]=2)[N:5]=1)[CH3:3].[NH2:25][C:26]1[C:31]([C:32]#[N:33])=[C:30](Cl)[N:29]=[CH:28][N:27]=1.CCN(C(C)C)C(C)C. (3) Given the product [F:55][C:43]([F:42])([F:54])[C:44]1([C:47]2[CH:48]=[C:49]([NH:50][C:27]([N:14]3[C@@H:15]4[CH2:19][N:18]([CH2:17][CH2:16]4)[C:12]4[CH:11]=[CH:10][C:9]([C:5]5[CH:6]=[CH:7][CH:8]=[C:3]([C:2]([F:21])([F:1])[F:22])[CH:4]=5)=[N:20][C:13]3=4)=[O:33])[CH:51]=[CH:52][CH:53]=2)[N:45]=[N:46]1, predict the reactants needed to synthesize it. The reactants are: [F:1][C:2]([F:22])([F:21])[C:3]1[CH:4]=[C:5]([C:9]2[CH:10]=[CH:11][C:12]3[N:18]4[CH2:19][C@H:15]([CH2:16][CH2:17]4)[NH:14][C:13]=3[N:20]=2)[CH:6]=[CH:7][CH:8]=1.ClC(Cl)(O[C:27](=[O:33])OC(Cl)(Cl)Cl)Cl.C(N(CC)CC)C.[F:42][C:43]([F:55])([F:54])[C:44]1([C:47]2[CH:48]=[C:49]([CH:51]=[CH:52][CH:53]=2)[NH2:50])[N:46]=[N:45]1.